Dataset: Reaction yield outcomes from USPTO patents with 853,638 reactions. Task: Predict the reaction yield, written as a fraction of the theoretical maximum amount of product (1.0 means a 100% yield; for example, 0.34 means a 34% yield). (1) The reactants are [Cl:1][C:2]1[CH:7]=[C:6](Cl)[N:5]=[C:4]([CH3:9])[N:3]=1.[NH4+:10].[OH-]. No catalyst specified. The product is [NH2:10][C:6]1[CH:7]=[C:2]([Cl:1])[N:3]=[C:4]([CH3:9])[N:5]=1. The yield is 0.810. (2) The reactants are [N:1]1[CH:6]=[CH:5][CH:4]=[CH:3][C:2]=1[C:7]([OH:9])=O.CCN=C=NCCCN(C)C.C1C=CC2N(O)N=NC=2C=1.[CH2:31]([O:38][C:39]([N:41]1[CH2:47][CH2:46][CH:45]([OH:48])[CH:44]([NH2:49])[CH2:43][CH2:42]1)=[O:40])[C:32]1[CH:37]=[CH:36][CH:35]=[CH:34][CH:33]=1.C([O-])(O)=O.[Na+]. The catalyst is C(Cl)Cl. The product is [CH2:31]([O:38][C:39]([N:41]1[CH2:42][CH2:43][CH:44]([NH:49][C:7]([C:2]2[CH:3]=[CH:4][CH:5]=[CH:6][N:1]=2)=[O:9])[CH:45]([OH:48])[CH2:46][CH2:47]1)=[O:40])[C:32]1[CH:33]=[CH:34][CH:35]=[CH:36][CH:37]=1. The yield is 0.840. (3) The reactants are [Cl:1][CH:2]([O:6][C:7]([NH:9][CH2:10][C:11]1([CH2:17][C:18]([OH:20])=[O:19])[CH2:16][CH2:15][CH2:14][CH2:13][CH2:12]1)=[O:8])[CH:3]([CH3:5])[CH3:4].[CH:21]1C=CC=CC=1.C[Si](C=[N+]=[N-])(C)C. The product is [Cl:1][CH:2]([O:6][C:7]([NH:9][CH2:10][C:11]1([CH2:17][C:18]([O:20][CH3:21])=[O:19])[CH2:12][CH2:13][CH2:14][CH2:15][CH2:16]1)=[O:8])[CH:3]([CH3:4])[CH3:5]. The yield is 0.720. The catalyst is CO. (4) The reactants are [CH2:1]([O:4][CH2:5][CH2:6][OH:7])[CH:2]=[CH2:3].CCN(CC)CC.[F:15][C:16]([F:27])([F:26])[C:17](O[C:17](=[O:18])[C:16]([F:27])([F:26])[F:15])=[O:18]. The catalyst is CN(C1C=CN=CC=1)C.C(Cl)Cl. The product is [F:15][C:16]([F:27])([F:26])[C:17]([O:7][CH2:6][CH2:5][O:4][CH2:1][CH:2]=[CH2:3])=[O:18]. The yield is 0.720. (5) The reactants are Cl.[CH3:2][O:3][C:4]1[CH:5]=[C:6]2[C:11](=[CH:12][CH:13]=1)[C:10]([C:14]1[CH:27]=[CH:26][C:17]([O:18][CH2:19][CH2:20][N:21]3[CH2:25][CH2:24][CH2:23][CH2:22]3)=[CH:16][CH:15]=1)=[C:9]([C:28]1[CH:33]=[CH:32][CH:31]=[CH:30][CH:29]=1)[CH2:8][CH2:7]2. The catalyst is CCO.CO.[OH-].[OH-].[Pd+2]. The product is [CH3:2][O:3][C:4]1[CH:5]=[C:6]2[C:11](=[CH:12][CH:13]=1)[C@@H:10]([C:14]1[CH:27]=[CH:26][C:17]([O:18][CH2:19][CH2:20][N:21]3[CH2:25][CH2:24][CH2:23][CH2:22]3)=[CH:16][CH:15]=1)[C@@H:9]([C:28]1[CH:33]=[CH:32][CH:31]=[CH:30][CH:29]=1)[CH2:8][CH2:7]2. The yield is 0.900.